This data is from Reaction yield outcomes from USPTO patents with 853,638 reactions. The task is: Predict the reaction yield, written as a fraction of the theoretical maximum amount of product (1.0 means a 100% yield; for example, 0.34 means a 34% yield). (1) The reactants are [Cl:1][C:2]1[C:7]([C:8]([F:11])([F:10])[F:9])=[CH:6][N:5]=[C:4]2[NH:12][CH:13]=[C:14]([NH2:15])[C:3]=12.[N:16]1[CH:21]=[CH:20][N:19]=[CH:18][C:17]=1[C:22](O)=[O:23].C1N(P(Cl)(N2C(=O)OCC2)=O)C(=O)OC1.C(N(CC)CC)C.[Li+].[OH-]. The catalyst is C(Cl)Cl.O. The product is [Cl:1][C:2]1[C:7]([C:8]([F:11])([F:9])[F:10])=[CH:6][N:5]=[C:4]2[NH:12][CH:13]=[C:14]([NH:15][C:22]([C:17]3[CH:18]=[N:19][CH:20]=[CH:21][N:16]=3)=[O:23])[C:3]=12. The yield is 0.790. (2) The reactants are Br[C:2]1[CH:11]=[CH:10][C:9]2[C:4](=[CH:5][CH:6]=[C:7]([C:10]3[C:9]4[C:4](=[CH:5][CH:6]=[CH:7][CH:8]=4)[CH:3]=[CH:2][CH:11]=3)[CH:8]=2)[CH:3]=1.Br[C:23]1[CH:32]=[CH:31][C:30]2[C:25](=[CH:26][CH:27]=[C:28](Br)[CH:29]=2)[CH:24]=1.BrC1C=CC2C(=CC=C(I)C=2)C=1.C1([B:56]([OH:58])[OH:57])C2C(=CC=CC=2)C=CC=1.Cl. The catalyst is CCOCC.C1(C)C=CC=CC=1. The product is [C:10]1([C:23]2[CH:32]=[CH:31][C:30]3[C:25](=[CH:26][CH:27]=[C:28]([B:56]([OH:58])[OH:57])[CH:29]=3)[CH:24]=2)[C:9]2[C:4](=[CH:5][CH:6]=[CH:7][CH:8]=2)[CH:3]=[CH:2][CH:11]=1. The yield is 0.670. (3) The reactants are [CH3:1][O:2][C:3]1[CH:4]=[CH:5][C:6]2[N:11]=[CH:10][C:9](=[O:12])[N:8]([CH2:13][C@@H:14]3[CH2:16][O:15]3)[C:7]=2[N:17]=1.[NH2:18][CH2:19][C@@H:20]1[CH2:24][N:23]([C:25]2[CH:26]=[CH:27][C:28]3[O:29][CH2:30][C:31](=[O:35])[NH:32][C:33]=3[N:34]=2)[C:22](=[O:36])[CH2:21]1. The catalyst is C(O)C.O. The product is [OH:15][C@H:14]([CH2:13][N:8]1[C:9](=[O:12])[CH:10]=[N:11][C:6]2[CH:5]=[CH:4][C:3]([O:2][CH3:1])=[N:17][C:7]1=2)[CH2:16][NH:18][CH2:19][C@@H:20]1[CH2:24][N:23]([C:25]2[CH:26]=[CH:27][C:28]3[O:29][CH2:30][C:31](=[O:35])[NH:32][C:33]=3[N:34]=2)[C:22](=[O:36])[CH2:21]1. The yield is 0.280. (4) The reactants are [CH3:1][C:2]1[C:10]([N+:11]([O-:13])=[O:12])=[CH:9][CH:8]=[CH:7][C:3]=1[C:4]([OH:6])=O.CCN=C=NCCCN(C)C.C1C=CC2N(O)N=NC=2C=1.CCN(CC)CC.[NH2:42][CH2:43][CH:44]([OH:56])[CH2:45][N:46]1[CH2:55][CH2:54][C:53]2[C:48](=[CH:49][CH:50]=[CH:51][CH:52]=2)[CH2:47]1. The catalyst is C(Cl)Cl. The product is [CH2:47]1[C:48]2[C:53](=[CH:52][CH:51]=[CH:50][CH:49]=2)[CH2:54][CH2:55][N:46]1[CH2:45][CH:44]([OH:56])[CH2:43][NH:42][C:4](=[O:6])[C:3]1[CH:7]=[CH:8][CH:9]=[C:10]([N+:11]([O-:13])=[O:12])[C:2]=1[CH3:1]. The yield is 0.788. (5) The reactants are Cl[C:2]1[N:7]=[C:6]([C:8]([OH:10])=[O:9])[CH:5]=[CH:4][C:3]=1[Br:11].CC(C)([O-])C.[K+].[F:18][C:19]([F:26])([C:22]([F:25])([F:24])[F:23])[CH2:20][OH:21].Cl. The catalyst is CN(C=O)C.C1COCC1. The product is [Br:11][C:3]1[CH:4]=[CH:5][C:6]([C:8]([OH:10])=[O:9])=[N:7][C:2]=1[O:21][CH2:20][C:19]([F:26])([F:18])[C:22]([F:25])([F:24])[F:23]. The yield is 0.220. (6) The reactants are CC(OI1(OC(C)=O)(OC(C)=O)OC(=O)C2C=CC=CC1=2)=O.ClCCl.[CH2:26]([C:30]1[C:35]([CH2:36][C:37]2[CH:42]=[CH:41][C:40]([C:43]3[CH:48]=[CH:47][CH:46]=[CH:45][C:44]=3[C:49]3[NH:53][C:52](=[O:54])[O:51][N:50]=3)=[CH:39][CH:38]=2)=[C:34]([O:55][CH2:56][CH:57]([OH:59])[CH3:58])[N:33]=[C:32]([CH3:60])[N:31]=1)[CH2:27][CH2:28][CH3:29].O. The catalyst is C(Cl)(Cl)Cl.CO. The product is [CH2:26]([C:30]1[C:35]([CH2:36][C:37]2[CH:38]=[CH:39][C:40]([C:43]3[CH:48]=[CH:47][CH:46]=[CH:45][C:44]=3[C:49]3[NH:53][C:52](=[O:54])[O:51][N:50]=3)=[CH:41][CH:42]=2)=[C:34]([O:55][CH2:56][C:57](=[O:59])[CH3:58])[N:33]=[C:32]([CH3:60])[N:31]=1)[CH2:27][CH2:28][CH3:29]. The yield is 0.950. (7) The reactants are [NH2:1][C@@:2]([C:6]1[CH:15]=[CH:14][C:13]2[C:8](=[CH:9][CH:10]=[C:11]([O:16][C@H:17]3[CH2:22][CH2:21][C@@H:20]([C:23]([F:26])([F:25])[F:24])[CH2:19][CH2:18]3)[CH:12]=2)[CH:7]=1)([CH3:5])[CH2:3][OH:4].C[C@@]1(C2C=CC3C(=CC=C(O[C@H]4CC[C@H](C(F)(F)F)CC4)C=3)C=2)COC(=O)N1. No catalyst specified. The product is [NH2:1][C@@:2]([C:6]1[CH:15]=[CH:14][C:13]2[C:8](=[CH:9][CH:10]=[C:11]([O:16][C@H:17]3[CH2:22][CH2:21][C@H:20]([C:23]([F:24])([F:25])[F:26])[CH2:19][CH2:18]3)[CH:12]=2)[CH:7]=1)([CH3:5])[CH2:3][OH:4]. The yield is 0.830. (8) The reactants are [NH2:1][C:2]1[C:3]([C:9]([O:11][CH3:12])=[O:10])=[N:4][CH:5]=[C:6]([F:8])[CH:7]=1.C1C(=O)N([Br:20])C(=O)C1. The catalyst is C(#N)C. The product is [NH2:1][C:2]1[C:3]([C:9]([O:11][CH3:12])=[O:10])=[N:4][C:5]([Br:20])=[C:6]([F:8])[CH:7]=1. The yield is 0.410. (9) The reactants are F[C:2]1[C:10]([F:11])=[C:9]([F:12])[CH:8]=[CH:7][C:3]=1[C:4]([OH:6])=[O:5].[CH2:13]([C:17]1[CH:23]=[CH:22][C:20]([NH2:21])=[C:19]([F:24])[CH:18]=1)[CH2:14][CH2:15][CH3:16].[Li+].C[Si]([N-][Si](C)(C)C)(C)C. The catalyst is C1COCC1. The product is [CH2:13]([C:17]1[CH:23]=[CH:22][C:20]([NH:21][C:2]2[C:10]([F:11])=[C:9]([F:12])[CH:8]=[CH:7][C:3]=2[C:4]([OH:6])=[O:5])=[C:19]([F:24])[CH:18]=1)[CH2:14][CH2:15][CH3:16]. The yield is 0.400.